This data is from Rat liver microsome stability data. The task is: Regression/Classification. Given a drug SMILES string, predict its absorption, distribution, metabolism, or excretion properties. Task type varies by dataset: regression for continuous measurements (e.g., permeability, clearance, half-life) or binary classification for categorical outcomes (e.g., BBB penetration, CYP inhibition). Dataset: rlm. (1) The result is 1 (stable in rat liver microsomes). The molecule is Fc1ccc(Nc2nccc(-c3ccncc3)n2)cc1F. (2) The compound is COCCNCc1cccc(C=Cc2cncc(C#N)c2Nc2ccc3[nH]ccc3c2C)c1. The result is 1 (stable in rat liver microsomes). (3) The compound is COCCCn1nc(-c2cccc(OC(F)(F)F)c2)nc2c(=O)n(C)c(=O)nc1-2. The result is 0 (unstable in rat liver microsomes). (4) The compound is CCOc1cc(NC(=O)C2(NC(=O)c3ccc4c(C5CCCC5)c(-c5ncc(Cl)cn5)n(C)c4c3)CCC2)ccc1C=CC(=O)OC. The result is 0 (unstable in rat liver microsomes).